This data is from Peptide-MHC class I binding affinity with 185,985 pairs from IEDB/IMGT. The task is: Regression. Given a peptide amino acid sequence and an MHC pseudo amino acid sequence, predict their binding affinity value. This is MHC class I binding data. (1) The peptide sequence is WEINGPESV. The MHC is Mamu-A11 with pseudo-sequence Mamu-A11. The binding affinity (normalized) is 1.00. (2) The peptide sequence is DRLHPPNKL. The MHC is HLA-A26:01 with pseudo-sequence HLA-A26:01. The binding affinity (normalized) is 0.0847. (3) The peptide sequence is STATLCLGHH. The MHC is HLA-A03:01 with pseudo-sequence HLA-A03:01. The binding affinity (normalized) is 0.111. (4) The peptide sequence is RQDILDLWIY. The MHC is HLA-A30:02 with pseudo-sequence HLA-A30:02. The binding affinity (normalized) is 0.600. (5) The peptide sequence is RVKEKYQHL. The MHC is HLA-A11:01 with pseudo-sequence HLA-A11:01. The binding affinity (normalized) is 0. (6) The peptide sequence is YTNYPFLFF. The MHC is HLA-C15:02 with pseudo-sequence HLA-C15:02. The binding affinity (normalized) is 0.725. (7) The peptide sequence is REWGWRIPF. The MHC is HLA-A32:07 with pseudo-sequence HLA-A32:07. The binding affinity (normalized) is 0.756.